Predict which catalyst facilitates the given reaction. From a dataset of Catalyst prediction with 721,799 reactions and 888 catalyst types from USPTO. (1) Reactant: [CH3:1][O:2][C:3](=[O:12])[C:4]1[CH:9]=[CH:8][C:7]([CH:10]=O)=[CH:6][CH:5]=1.[S:13]1[CH2:17][C:16](=[O:18])[NH:15][C:14]1=[O:19].N1CCCCC1. Product: [CH3:1][O:2][C:3](=[O:12])[C:4]1[CH:9]=[CH:8][C:7]([CH:10]=[C:17]2[S:13][C:14](=[O:19])[NH:15][C:16]2=[O:18])=[CH:6][CH:5]=1. The catalyst class is: 141. (2) Reactant: [Cl:1][C:2]1[CH:3]=[C:4]([CH:18]=[CH:19][C:20]=1[Cl:21])[CH2:5][NH:6][C:7]1[CH:8]=[CH:9][C:10]2[N:11]([C:13]([CH2:16]O)=[CH:14][N:15]=2)[N:12]=1.C1(P(C2C=CC=CC=2)C2C=CC=CC=2)C=CC=CC=1.BrN1C(=O)CCC1=O.[NH:49]1[CH2:54][CH2:53][O:52][CH2:51][CH2:50]1. Product: [Cl:1][C:2]1[CH:3]=[C:4]([CH:18]=[CH:19][C:20]=1[Cl:21])[CH2:5][NH:6][C:7]1[CH:8]=[CH:9][C:10]2[N:11]([C:13]([CH2:16][N:49]3[CH2:54][CH2:53][O:52][CH2:51][CH2:50]3)=[CH:14][N:15]=2)[N:12]=1. The catalyst class is: 887. (3) Reactant: [F:1][C:2]1[CH:3]=[N:4][C:5]([C@@H:8]([NH:10][C:11]2[N:16]=[C:15]([C:17](O)=[O:18])[C:14]([N+:20]([O-:22])=[O:21])=[C:13]([NH:23][C:24]3[CH:28]=[C:27]([CH3:29])[NH:26][N:25]=3)[N:12]=2)[CH3:9])=[N:6][CH:7]=1.CCN(C(C)C)C(C)C.CN(C(ON1N=NC2C=CC=NC1=2)=[N+](C)C)C.F[P-](F)(F)(F)(F)F.[NH:63]1[CH2:68][CH2:67][O:66][CH2:65][CH2:64]1. Product: [F:1][C:2]1[CH:7]=[N:6][C:5]([C@@H:8]([NH:10][C:11]2[N:12]=[C:13]([NH:23][C:24]3[CH:28]=[C:27]([CH3:29])[NH:26][N:25]=3)[C:14]([N+:20]([O-:22])=[O:21])=[C:15]([C:17]([N:63]3[CH2:68][CH2:67][O:66][CH2:65][CH2:64]3)=[O:18])[N:16]=2)[CH3:9])=[N:4][CH:3]=1. The catalyst class is: 303. (4) Reactant: Cl.[Cl:2][C:3]1[CH:8]=[CH:7][C:6]([C:9]2[N:10]([C:20]3[CH:25]=[CH:24][CH:23]=[CH:22][C:21]=3[Cl:26])[N:11]=[C:12]3[C:18]=2[O:17][CH2:16][CH2:15][CH2:14][CH:13]3[NH2:19])=[CH:5][CH:4]=1.C(N(CC)CC)C.[CH2:34]([N:36]=[C:37]=[O:38])[CH3:35]. Product: [Cl:2][C:3]1[CH:8]=[CH:7][C:6]([C:9]2[N:10]([C:20]3[CH:25]=[CH:24][CH:23]=[CH:22][C:21]=3[Cl:26])[N:11]=[C:12]3[C:18]=2[O:17][CH2:16][CH2:15][CH2:14][CH:13]3[NH:19][C:37]([NH:36][CH2:34][CH3:35])=[O:38])=[CH:5][CH:4]=1. The catalyst class is: 4. (5) Reactant: [C:1]([O:4][C:5](=[O:7])[CH3:6])(=O)[CH3:2].[CH2:8]([O:15][C:16]1[C:25]2[C:20](=[CH:21][CH:22]=[CH:23][CH:24]=2)[C:19](CCO)=[C:18]([N+:29]([O-:31])=[O:30])[CH:17]=1)[C:9]1[CH:14]=[CH:13][CH:12]=[CH:11][CH:10]=1. Product: [C:5]([O:4][CH2:1][CH2:2][C:19]1[C:20]2[C:25](=[CH:24][CH:23]=[CH:22][CH:21]=2)[C:16]([O:15][CH2:8][C:9]2[CH:14]=[CH:13][CH:12]=[CH:11][CH:10]=2)=[CH:17][C:18]=1[N+:29]([O-:31])=[O:30])(=[O:7])[CH3:6]. The catalyst class is: 17. (6) Product: [NH2:1][C:2]1[C:10]([CH3:11])=[CH:9][C:8]([Br:26])=[CH:7][C:3]=1[C:4]([OH:6])=[O:5]. Reactant: [NH2:1][C:2]1[C:10]([CH3:11])=[CH:9][CH:8]=[CH:7][C:3]=1[C:4]([OH:6])=[O:5].C(OC(=O)C1C=C(C(F)(F)F)C=C([Br:26])C=1N)C. The catalyst class is: 15. (7) Reactant: C(O)=O.[CH2:4]([N:11]1[CH2:17][CH2:16][CH2:15][CH2:14][CH:13]([NH:18]C(C2C=CC=CC=2)(C2C=CC=CC=2)C2C=CC=CC=2)[CH2:12]1)[C:5]1[CH:10]=[CH:9][CH:8]=[CH:7][CH:6]=1. Product: [CH2:4]([N:11]1[CH2:17][CH2:16][CH2:15][CH2:14][CH:13]([NH2:18])[CH2:12]1)[C:5]1[CH:6]=[CH:7][CH:8]=[CH:9][CH:10]=1. The catalyst class is: 2. (8) Reactant: [F:1][CH2:2][CH2:3][OH:4].O1CCCC1.[H-].[Na+].[Cl:12][C:13]1[N:18]=[CH:17][CH:16]=[C:15](Cl)[N:14]=1. Product: [Cl:12][C:13]1[N:18]=[C:17]([O:4][CH2:3][CH2:2][F:1])[CH:16]=[CH:15][N:14]=1. The catalyst class is: 6. (9) Product: [CH:1]1([NH:4][C:5]([C:7]2[CH:12]=[C:11]([C:13]3[C:14]([C:27]([NH:71][CH2:70][CH2:69][CH2:68][N:63]4[CH:67]=[CH:66][N:65]=[CH:64]4)=[O:29])=[CH:15][C:16]([C:19]([NH:21][CH2:22][C:23]([CH3:26])([CH3:25])[CH3:24])=[O:20])=[CH:17][CH:18]=3)[C:10]([CH3:30])=[C:9]([F:31])[CH:8]=2)=[O:6])[CH2:2][CH2:3]1. The catalyst class is: 3. Reactant: [CH:1]1([NH:4][C:5]([C:7]2[CH:8]=[C:9]([F:31])[C:10]([CH3:30])=[C:11]([C:13]3[C:14]([C:27]([OH:29])=O)=[CH:15][C:16]([C:19]([NH:21][CH2:22][C:23]([CH3:26])([CH3:25])[CH3:24])=[O:20])=[CH:17][CH:18]=3)[CH:12]=2)=[O:6])[CH2:3][CH2:2]1.CN(C(ON1N=NC2C=CC=CC1=2)=[N+](C)C)C.F[P-](F)(F)(F)(F)F.CCN(CC)CC.[N:63]1([CH2:68][CH2:69][CH2:70][NH2:71])[CH:67]=[CH:66][N:65]=[CH:64]1.